Dataset: Forward reaction prediction with 1.9M reactions from USPTO patents (1976-2016). Task: Predict the product of the given reaction. (1) The product is: [CH2:6]([C:5]1[C:8]2[C:32](=[CH:4][CH:5]=[CH:6][CH:7]=2)[NH:29][C:4]=1[Si:3]([CH2:1][CH3:2])([CH2:13][CH3:14])[CH2:15][CH3:16])[C:7]1[CH:12]=[CH:11][CH:10]=[CH:9][CH:8]=1. Given the reactants [CH2:1]([Si:3]([CH2:15][CH3:16])([CH2:13][CH3:14])[C:4]#[C:5][CH2:6][C:7]1[CH:12]=[CH:11][CH:10]=[CH:9][CH:8]=1)[CH3:2].[Cl-].[Li+].C(=O)([O-])[O-].[Na+].[Na+].C(Cl)Cl.C[N:29]([CH3:32])C=O, predict the reaction product. (2) Given the reactants [CH3:1][C@@H:2]1[CH2:6][CH2:5][NH:4][CH2:3]1.F[C:8]1[CH:13]=[CH:12][C:11]([N+:14]([O-:16])=[O:15])=[C:10]([C:17]([F:20])([F:19])[F:18])[CH:9]=1.CCN(CC)CC, predict the reaction product. The product is: [CH3:1][C@H:2]1[CH2:6][CH2:5][N:4]([C:8]2[CH:13]=[CH:12][C:11]([N+:14]([O-:16])=[O:15])=[C:10]([C:17]([F:18])([F:20])[F:19])[CH:9]=2)[CH2:3]1. (3) Given the reactants Cl.Cl.[CH:3]([N:6]1[CH2:11][CH2:10][NH:9][CH2:8][CH2:7]1)([CH3:5])[CH3:4].[CH:12]([C:14]1[CH:15]=[C:16]([CH:20]=[CH:21][CH:22]=1)[C:17](O)=[O:18])=[O:13], predict the reaction product. The product is: [CH:3]([N:6]1[CH2:11][CH2:10][N:9]([C:12]([C:14]2[CH:15]=[C:16]([CH:20]=[CH:21][CH:22]=2)[CH:17]=[O:18])=[O:13])[CH2:8][CH2:7]1)([CH3:5])[CH3:4].